Dataset: Full USPTO retrosynthesis dataset with 1.9M reactions from patents (1976-2016). Task: Predict the reactants needed to synthesize the given product. Given the product [OH:1][C:2]1[CH:3]=[CH:4][C:5]([C:8]2[CH:13]=[CH:12][CH:11]=[C:10]([C:14]([O:16][CH2:17][CH3:18])=[O:15])[CH:9]=2)=[CH:6][C:7]=1[I:24], predict the reactants needed to synthesize it. The reactants are: [OH:1][C:2]1[CH:7]=[CH:6][C:5]([C:8]2[CH:13]=[CH:12][CH:11]=[C:10]([C:14]([O:16][CH2:17][CH3:18])=[O:15])[CH:9]=2)=[CH:4][CH:3]=1.CN(C)C=O.[I-:24].[K+].II.